Dataset: Full USPTO retrosynthesis dataset with 1.9M reactions from patents (1976-2016). Task: Predict the reactants needed to synthesize the given product. (1) Given the product [CH3:16][O:15][C:8]1[CH:7]=[C:6]2[C:11]([C:2]([S:17][C:21]3[S:22][C:23]([N+:26]([O-:28])=[O:27])=[CH:24][CH:25]=3)=[CH:3][CH:4]=[N:5]2)=[CH:10][C:9]=1[C:12]([NH2:14])=[O:13], predict the reactants needed to synthesize it. The reactants are: Cl[C:2]1[C:11]2[C:6](=[CH:7][C:8]([O:15][CH3:16])=[C:9]([C:12]([NH2:14])=[O:13])[CH:10]=2)[N:5]=[CH:4][CH:3]=1.[S-2:17].[Na+].[Na+].Br[C:21]1[S:22][C:23]([N+:26]([O-:28])=[O:27])=[CH:24][CH:25]=1. (2) Given the product [NH:47]1[CH:51]=[CH:50][C:49]([C:8]([N:5]2[CH2:4][CH2:3][CH:2]([O:1][C:16]3[CH:23]=[CH:22][C:21]([C:24]4[N:29]=[C:28]([NH:30][C:31]5[CH:36]=[CH:35][C:34]([N:37]6[CH2:42][CH2:41][N:40]([CH:43]7[CH2:46][O:45][CH2:44]7)[CH2:39][CH2:38]6)=[CH:33][CH:32]=5)[N:27]=[CH:26][N:25]=4)=[CH:20][C:17]=3[C:18]#[N:19])[CH2:7][CH2:6]2)=[O:10])=[CH:48]1, predict the reactants needed to synthesize it. The reactants are: [OH:1][CH:2]1[CH2:7][CH2:6][N:5]([C:8]([O:10]C(C)(C)C)=O)[CH2:4][CH2:3]1.F[C:16]1[CH:23]=[CH:22][C:21]([C:24]2[N:29]=[C:28]([NH:30][C:31]3[CH:36]=[CH:35][C:34]([N:37]4[CH2:42][CH2:41][N:40]([CH:43]5[CH2:46][O:45][CH2:44]5)[CH2:39][CH2:38]4)=[CH:33][CH:32]=3)[N:27]=[CH:26][N:25]=2)=[CH:20][C:17]=1[C:18]#[N:19].[NH:47]1[CH:51]=[CH:50][C:49](C(O)=O)=[CH:48]1. (3) Given the product [CH:1]1([C:4]2[NH:8][N:7]=[C:6]([NH:9][C:10]3[C:15]([F:16])=[CH:14][N:13]=[C:12]([C:17]4[S:21][C:20]([C@H:22]([OH:24])[CH3:23])=[CH:19][CH:18]=4)[N:11]=3)[CH:5]=2)[CH2:3][CH2:2]1, predict the reactants needed to synthesize it. The reactants are: [CH:1]1([C:4]2[NH:8][N:7]=[C:6]([NH:9][C:10]3[C:15]([F:16])=[CH:14][N:13]=[C:12]([C:17]4[S:21][C:20]([C:22](=[O:24])[CH3:23])=[CH:19][CH:18]=4)[N:11]=3)[CH:5]=2)[CH2:3][CH2:2]1.CB1N2CCC[C@H]2C(C2C=CC=CC=2)(C2C=CC=CC=2)O1.B.C1COCC1. (4) Given the product [CH3:28][O:27][C:5]1[CH:4]=[C:3]([C:29]2[CH2:34][CH2:33][CH2:32][CH2:31][CH:30]=2)[C:2]([Cl:1])=[CH:26][C:6]=1[C:7]([N:9]1[C:15]2[CH:16]=[CH:17][CH:18]=[CH:19][C:14]=2[CH2:13][N:12]2[C:20]([C:23]([N:35]3[CH2:39][CH2:38][CH2:37][C@H:36]3[CH2:40][N:41]3[CH2:45][CH2:44][CH2:43][CH2:42]3)=[O:25])=[CH:21][CH:22]=[C:11]2[CH2:10]1)=[O:8], predict the reactants needed to synthesize it. The reactants are: [Cl:1][C:2]1[C:3]([C:29]2[CH2:34][CH2:33][CH2:32][CH2:31][CH:30]=2)=[CH:4][C:5]([O:27][CH3:28])=[C:6]([CH:26]=1)[C:7]([N:9]1[C:15]2[CH:16]=[CH:17][CH:18]=[CH:19][C:14]=2[CH2:13][N:12]2[C:20]([C:23]([OH:25])=O)=[CH:21][CH:22]=[C:11]2[CH2:10]1)=[O:8].[NH:35]1[CH2:39][CH2:38][CH2:37][C@H:36]1[CH2:40][N:41]1[CH2:45][CH2:44][CH2:43][CH2:42]1.ON1C2C=CC=CC=2N=N1.Cl.C(N=C=N)C.C(N(CC)C(C)C)(C)C. (5) Given the product [CH2:1]([O:8][C:9]1[CH:16]=[CH:15][CH:14]=[C:11](/[CH:12]=[CH:20]/[N+:17]([O-:19])=[O:18])[CH:10]=1)[C:2]1[CH:7]=[CH:6][CH:5]=[CH:4][CH:3]=1, predict the reactants needed to synthesize it. The reactants are: [CH2:1]([O:8][C:9]1[CH:10]=[C:11]([CH:14]=[CH:15][CH:16]=1)[CH:12]=O)[C:2]1[CH:7]=[CH:6][CH:5]=[CH:4][CH:3]=1.[N+:17]([CH3:20])([O-:19])=[O:18].C([O-])(=O)C.[NH4+]. (6) Given the product [S:1]1[C:5]2[CH:6]=[C:7]([S:10]([N:13]([CH2:69][C:67]3[CH:66]=[N:65][O:64][CH:68]=3)[C@H:14]([CH2:45][O:46][Si:47]([C:60]([CH3:63])([CH3:62])[CH3:61])([C:54]3[CH:55]=[CH:56][CH:57]=[CH:58][CH:59]=3)[C:48]3[CH:53]=[CH:52][CH:51]=[CH:50][CH:49]=3)[CH2:15][CH2:16][C:17]3[CH:22]=[CH:21][CH:20]=[CH:19][C:18]=3[NH:23][C:24](=[O:44])[C@H:25]([CH:31]([C:38]3[CH:39]=[CH:40][CH:41]=[CH:42][CH:43]=3)[C:32]3[CH:37]=[CH:36][CH:35]=[CH:34][CH:33]=3)[NH:26][C:27]([O:29][CH3:30])=[O:28])(=[O:12])=[O:11])[CH:8]=[CH:9][C:4]=2[N:3]=[CH:2]1, predict the reactants needed to synthesize it. The reactants are: [S:1]1[C:5]2[CH:6]=[C:7]([S:10]([NH:13][C@H:14]([CH2:45][O:46][Si:47]([C:60]([CH3:63])([CH3:62])[CH3:61])([C:54]3[CH:59]=[CH:58][CH:57]=[CH:56][CH:55]=3)[C:48]3[CH:53]=[CH:52][CH:51]=[CH:50][CH:49]=3)[CH2:15][CH2:16][C:17]3[CH:22]=[CH:21][CH:20]=[CH:19][C:18]=3[NH:23][C:24](=[O:44])[C@H:25]([CH:31]([C:38]3[CH:43]=[CH:42][CH:41]=[CH:40][CH:39]=3)[C:32]3[CH:37]=[CH:36][CH:35]=[CH:34][CH:33]=3)[NH:26][C:27]([O:29][CH3:30])=[O:28])(=[O:12])=[O:11])[CH:8]=[CH:9][C:4]=2[N:3]=[CH:2]1.[O:64]1[CH:68]=[C:67]([CH2:69]O)[CH:66]=[N:65]1. (7) Given the product [Cl:39][C:40]1[CH:45]=[CH:44][C:43]([NH:46][C:6]([NH:7][CH:8]2[CH2:12][CH2:11][N:10]([C:13]3[C:22]4[C:17](=[CH:18][C:19]([O:25][CH3:26])=[C:20]([O:23][CH3:24])[CH:21]=4)[N:16]=[CH:15][N:14]=3)[CH2:9]2)=[O:5])=[CH:42][CH:41]=1.[C:1]([O:5][C:6](=[O:27])[NH:7][CH:8]1[CH2:12][CH2:11][N:10]([C:13]2[C:22]3[C:17](=[CH:18][C:19]([O:25][CH3:26])=[C:20]([O:23][CH3:24])[CH:21]=3)[N:16]=[CH:15][N:14]=2)[CH2:9]1)([CH3:4])([CH3:3])[CH3:2], predict the reactants needed to synthesize it. The reactants are: [C:1]([O:5][C:6](=[O:27])[NH:7][CH:8]1[CH2:12][CH2:11][N:10]([C:13]2[C:22]3[C:17](=[CH:18][C:19]([O:25][CH3:26])=[C:20]([O:23][CH3:24])[CH:21]=3)[N:16]=[CH:15][N:14]=2)[CH2:9]1)([CH3:4])([CH3:3])[CH3:2].CS(C)=O.C(O)(C(F)(F)F)=O.[Cl:39][C:40]1[CH:45]=[CH:44][C:43]([N:46]=C=O)=[CH:42][CH:41]=1.